This data is from Full USPTO retrosynthesis dataset with 1.9M reactions from patents (1976-2016). The task is: Predict the reactants needed to synthesize the given product. (1) Given the product [Cl:42][C:27]1[CH:26]=[C:25]([C:23]2[N:24]=[C:20]([NH:19][C:17](=[O:18])[CH2:16][N:10]3[C:6]4[C:5](=[O:12])[N:4]([CH3:13])[C:3](=[O:14])[N:2]([CH3:1])[C:7]=4[CH:8]=[CH:9]3)[S:21][CH:22]=2)[CH:30]=[C:29]([Cl:31])[C:28]=1[O:32][CH2:33][CH2:34][C:35]([F:41])([F:40])[C:36]([F:38])([F:39])[F:37], predict the reactants needed to synthesize it. The reactants are: [CH3:1][N:2]1[C:7]2[C:8](C)=[CH:9][NH:10][C:6]=2[C:5](=[O:12])[N:4]([CH3:13])[C:3]1=[O:14].Br[CH2:16][C:17]([NH:19][C:20]1[S:21][CH:22]=[C:23]([C:25]2[CH:30]=[C:29]([Cl:31])[C:28]([O:32][CH2:33][CH2:34][C:35]([F:41])([F:40])[C:36]([F:39])([F:38])[F:37])=[C:27]([Cl:42])[CH:26]=2)[N:24]=1)=[O:18].[H-].[Na+]. (2) The reactants are: [NH2:1][C:2]1[N:10]=[C:9]2[C:5]([N:6]=[CH:7][N:8]2[CH2:11][C:12]([OH:14])=O)=[C:4]([C:15]2[O:16][CH:17]=[CH:18][CH:19]=2)[N:3]=1.CCN=C=NCCCN(C)C.[NH2:31][C:32]1[CH:37]=[CH:36][CH:35]=[CH:34][CH:33]=1. Given the product [NH2:1][C:2]1[N:10]=[C:9]2[C:5]([N:6]=[CH:7][N:8]2[CH2:11][C:12]([NH:31][C:32]2[CH:37]=[CH:36][CH:35]=[CH:34][CH:33]=2)=[O:14])=[C:4]([C:15]2[O:16][CH:17]=[CH:18][CH:19]=2)[N:3]=1, predict the reactants needed to synthesize it. (3) Given the product [Br:25][C:8]1[C:7]([CH3:9])=[C:6]([NH:10][C:11](=[O:17])[O:12][C:13]([CH3:14])([CH3:15])[CH3:16])[C:5]([CH3:18])=[C:4]([CH3:19])[C:3]=1[O:2][CH3:1], predict the reactants needed to synthesize it. The reactants are: [CH3:1][O:2][C:3]1[CH:8]=[C:7]([CH3:9])[C:6]([NH:10][C:11](=[O:17])[O:12][C:13]([CH3:16])([CH3:15])[CH3:14])=[C:5]([CH3:18])[C:4]=1[CH3:19].C([O-])(=O)C.[Na+].[Br:25]Br.O. (4) Given the product [CH:7]([CH:4]1[CH2:5][CH2:6][N:1]([C:11]([O:13][C:14]([CH3:17])([CH3:16])[CH3:15])=[O:12])[CH2:2][CH2:3]1)=[O:8], predict the reactants needed to synthesize it. The reactants are: [N:1]1([C:11]([O:13][C:14]([CH3:17])([CH3:16])[CH3:15])=[O:12])[CH2:6][CH2:5][CH:4]([C:7](OC)=[O:8])[CH2:3][CH2:2]1.CC(C[AlH]CC(C)C)C.O.CC(C)=O. (5) Given the product [C:3]([C:2]1[NH:10][CH:13]=[CH:14][N:15]=1)([CH3:4])([CH3:5])[CH3:6], predict the reactants needed to synthesize it. The reactants are: Cl.[C:2](=[NH:10])(OCC)[C:3]([CH3:6])([CH3:5])[CH3:4].CO[CH:13](OC)[CH2:14][NH2:15].